From a dataset of Forward reaction prediction with 1.9M reactions from USPTO patents (1976-2016). Predict the product of the given reaction. (1) Given the reactants [H-].[Na+].[CH3:3][NH:4][CH2:5][CH2:6][OH:7].C1OCCOCCOCCOCCOC1.[Cl:23][C:24]1[CH:25]=[C:26]([NH:38][C:39]2[C:48]3[C:43](=[CH:44][CH:45]=[CH:46][C:47]=3F)[N:42]=[CH:41][N:40]=2)[CH:27]=[CH:28][C:29]=1[O:30][CH2:31][C:32]1[CH:37]=[CH:36][CH:35]=[CH:34][N:33]=1, predict the reaction product. The product is: [Cl:23][C:24]1[CH:25]=[C:26]([NH:38][C:39]2[C:48]3[C:43](=[CH:44][CH:45]=[CH:46][C:47]=3[O:7][CH2:6][CH2:5][NH:4][CH3:3])[N:42]=[CH:41][N:40]=2)[CH:27]=[CH:28][C:29]=1[O:30][CH2:31][C:32]1[CH:37]=[CH:36][CH:35]=[CH:34][N:33]=1. (2) Given the reactants [NH2:1][C:2]1[CH:3]=[C:4]([OH:9])[CH:5]=[CH:6][C:7]=1[Cl:8].[CH3:10][N:11]1[C:15]([C:16](Cl)=[O:17])=[CH:14][C:13]([CH3:19])=[N:12]1, predict the reaction product. The product is: [Cl:8][C:7]1[CH:6]=[CH:5][C:4]([OH:9])=[CH:3][C:2]=1[NH:1][C:16]([C:15]1[N:11]([CH3:10])[N:12]=[C:13]([CH3:19])[CH:14]=1)=[O:17]. (3) The product is: [Br:1][C:2]1[CH:7]=[C:6]([CH2:8][CH3:9])[C:5]([O:10][CH2:14][O:15][CH2:16][CH2:17][O:18][CH3:19])=[C:4]([Cl:11])[CH:3]=1. Given the reactants [Br:1][C:2]1[CH:7]=[C:6]([CH2:8][CH3:9])[C:5]([OH:10])=[C:4]([Cl:11])[CH:3]=1.[H-].[Na+].[CH3:14][O:15][CH2:16][CH2:17][O:18][CH2:19]Cl, predict the reaction product. (4) Given the reactants [Cl:1][C:2]1[N:7]=[CH:6][C:5]([CH2:8][C:9]([OH:11])=O)=[CH:4][CH:3]=1.[F:12][C:13]1[CH:14]=[C:15]([C:19]2[CH:20]=[CH:21][C:22]([NH2:25])=[N:23][CH:24]=2)[CH:16]=[CH:17][CH:18]=1.CN(C(ON1N=NC2C=CC=NC1=2)=[N+](C)C)C.F[P-](F)(F)(F)(F)F.CCN(C(C)C)C(C)C, predict the reaction product. The product is: [Cl:1][C:2]1[N:7]=[CH:6][C:5]([CH2:8][C:9]([NH:25][C:22]2[CH:21]=[CH:20][C:19]([C:15]3[CH:16]=[CH:17][CH:18]=[C:13]([F:12])[CH:14]=3)=[CH:24][N:23]=2)=[O:11])=[CH:4][CH:3]=1. (5) Given the reactants [CH3:1][C:2]1[O:6][N:5]=[C:4]([C:7]2[CH:12]=[CH:11][CH:10]=[CH:9][CH:8]=2)[C:3]=1[CH2:13][OH:14].[H-].[Na+].Cl[C:18]1[CH:27]=[CH:26][C:21]([C:22]([O:24][CH3:25])=[O:23])=[CH:20][N:19]=1, predict the reaction product. The product is: [CH3:25][O:24][C:22](=[O:23])[C:21]1[CH:26]=[CH:27][C:18]([O:14][CH2:13][C:3]2[C:4]([C:7]3[CH:12]=[CH:11][CH:10]=[CH:9][CH:8]=3)=[N:5][O:6][C:2]=2[CH3:1])=[N:19][CH:20]=1. (6) Given the reactants [NH2:1][CH:2]([C:11]1[C:16]([O:17][CH3:18])=[CH:15][CH:14]=[CH:13][C:12]=1[O:19][CH3:20])[CH2:3][CH:4]([CH3:10])[C:5]([O:7]CC)=O.[CH:21]1[C:30]2[C:25](=[CH:26][CH:27]=[CH:28][CH:29]=2)[CH:24]=[CH:23][C:22]=1[CH:31]=O, predict the reaction product. The product is: [CH3:18][O:17][C:16]1[CH:15]=[CH:14][CH:13]=[C:12]([O:19][CH3:20])[C:11]=1[CH:2]1[N:1]([CH2:31][C:22]2[CH:23]=[CH:24][C:25]3[C:30](=[CH:29][CH:28]=[CH:27][CH:26]=3)[CH:21]=2)[C:5](=[O:7])[CH:4]([CH3:10])[CH2:3]1. (7) Given the reactants [NH2:1][NH:2][C:3]([C:5]1[CH:10]=[CH:9][CH:8]=[C:7]([CH3:11])[N:6]=1)=[NH:4].[OH:12][C:13]1[CH:22]=[CH:21][C:20]2[C:15](=[CH:16][CH:17]=[CH:18][CH:19]=2)[C:14]=1[CH:23]=O, predict the reaction product. The product is: [CH3:11][C:7]1[N:6]=[C:5]([C:3]2[N:4]=[C:23]([C:14]3[C:15]4[C:20](=[CH:19][CH:18]=[CH:17][CH:16]=4)[CH:21]=[CH:22][C:13]=3[OH:12])[NH:1][N:2]=2)[CH:10]=[CH:9][CH:8]=1. (8) The product is: [CH2:1]([O:4][C:5](=[O:24])[NH:6][C:7]1[CH:12]=[CH:11][CH:10]=[C:9]([C:13]2[N:40]=[C:39]([N:33]3[CH2:38][CH2:37][O:36][CH2:35][CH2:34]3)[S:41][C:14]=2[C:15]2[CH:20]=[CH:19][N:18]=[C:17]([Cl:21])[N:16]=2)[C:8]=1[Cl:23])[CH:2]=[CH2:3]. Given the reactants [CH2:1]([O:4][C:5](=[O:24])[NH:6][C:7]1[CH:12]=[CH:11][CH:10]=[C:9]([C:13](=O)[CH2:14][C:15]2[CH:20]=[CH:19][N:18]=[C:17]([Cl:21])[N:16]=2)[C:8]=1[Cl:23])[CH:2]=[CH2:3].C1C(=O)N(Br)C(=O)C1.[N:33]1([C:39](=[S:41])[NH2:40])[CH2:38][CH2:37][O:36][CH2:35][CH2:34]1, predict the reaction product. (9) Given the reactants [CH:1]1([N:4]2[C:13]([CH3:18])([C:14](Cl)(Cl)Cl)[C:12]3[C:7](=[CH:8][CH:9]=[CH:10][CH:11]=3)[NH:6][C:5]2=[O:19])[CH2:3][CH2:2]1.C(N(CC)CC)C, predict the reaction product. The product is: [NH3:4].[CH:1]1([N:4]2[C:13]([CH3:14])([CH3:18])[C:12]3[C:7](=[CH:8][CH:9]=[CH:10][CH:11]=3)[NH:6][C:5]2=[O:19])[CH2:3][CH2:2]1. (10) Given the reactants [F:1][C:2]([F:32])([F:31])[C:3]1[CH:4]=[C:5]([NH:9][C:10]([N:12]2[C:20]3[C:15](=[CH:16][C:17]([O:21][C:22]4[CH:27]=[CH:26][N:25]=[C:24]([C:28](O)=[O:29])[CH:23]=4)=[CH:18][CH:19]=3)[CH:14]=[CH:13]2)=[O:11])[CH:6]=[CH:7][CH:8]=1.CCN(CC)CC.C(Cl)(=O)C(Cl)=O.[C:46]([O:50][C:51]([CH3:54])([CH3:53])[CH3:52])(=[O:49])[NH:47][NH2:48], predict the reaction product. The product is: [C:51]([O:50][C:46]([NH:47][NH:48][C:28]([C:24]1[CH:23]=[C:22]([O:21][C:17]2[CH:16]=[C:15]3[C:20](=[CH:19][CH:18]=2)[N:12]([C:10](=[O:11])[NH:9][C:5]2[CH:6]=[CH:7][CH:8]=[C:3]([C:2]([F:32])([F:1])[F:31])[CH:4]=2)[CH:13]=[CH:14]3)[CH:27]=[CH:26][N:25]=1)=[O:29])=[O:49])([CH3:54])([CH3:53])[CH3:52].